This data is from NCI-60 drug combinations with 297,098 pairs across 59 cell lines. The task is: Regression. Given two drug SMILES strings and cell line genomic features, predict the synergy score measuring deviation from expected non-interaction effect. (1) Drug 1: CCCCC(=O)OCC(=O)C1(CC(C2=C(C1)C(=C3C(=C2O)C(=O)C4=C(C3=O)C=CC=C4OC)O)OC5CC(C(C(O5)C)O)NC(=O)C(F)(F)F)O. Drug 2: CCN(CC)CCCC(C)NC1=C2C=C(C=CC2=NC3=C1C=CC(=C3)Cl)OC. Cell line: DU-145. Synergy scores: CSS=67.6, Synergy_ZIP=-3.21, Synergy_Bliss=-1.72, Synergy_Loewe=-2.15, Synergy_HSA=1.02. (2) Drug 1: CS(=O)(=O)CCNCC1=CC=C(O1)C2=CC3=C(C=C2)N=CN=C3NC4=CC(=C(C=C4)OCC5=CC(=CC=C5)F)Cl. Drug 2: C1C(C(OC1N2C=NC3=C2NC=NCC3O)CO)O. Cell line: COLO 205. Synergy scores: CSS=11.1, Synergy_ZIP=0.680, Synergy_Bliss=-0.681, Synergy_Loewe=2.49, Synergy_HSA=-1.09. (3) Drug 1: C1=C(C(=O)NC(=O)N1)N(CCCl)CCCl. Drug 2: CC1CCC2CC(C(=CC=CC=CC(CC(C(=O)C(C(C(=CC(C(=O)CC(OC(=O)C3CCCCN3C(=O)C(=O)C1(O2)O)C(C)CC4CCC(C(C4)OC)O)C)C)O)OC)C)C)C)OC. Cell line: UO-31. Synergy scores: CSS=18.5, Synergy_ZIP=-14.2, Synergy_Bliss=-14.0, Synergy_Loewe=-9.18, Synergy_HSA=-7.95. (4) Drug 1: CN(C)C1=NC(=NC(=N1)N(C)C)N(C)C. Drug 2: CC(C)(C#N)C1=CC(=CC(=C1)CN2C=NC=N2)C(C)(C)C#N. Cell line: COLO 205. Synergy scores: CSS=-14.2, Synergy_ZIP=3.41, Synergy_Bliss=-2.81, Synergy_Loewe=-7.43, Synergy_HSA=-9.79. (5) Drug 1: CN(C)C1=NC(=NC(=N1)N(C)C)N(C)C. Drug 2: C1=CN(C=N1)CC(O)(P(=O)(O)O)P(=O)(O)O. Cell line: OVCAR-8. Synergy scores: CSS=-8.22, Synergy_ZIP=1.46, Synergy_Bliss=-4.75, Synergy_Loewe=-10.8, Synergy_HSA=-10.1.